This data is from Peptide-MHC class I binding affinity with 185,985 pairs from IEDB/IMGT. The task is: Regression. Given a peptide amino acid sequence and an MHC pseudo amino acid sequence, predict their binding affinity value. This is MHC class I binding data. The peptide sequence is RPTHKPVTL. The MHC is HLA-B27:05 with pseudo-sequence HLA-B27:05. The binding affinity (normalized) is 0.213.